This data is from Reaction yield outcomes from USPTO patents with 853,638 reactions. The task is: Predict the reaction yield, written as a fraction of the theoretical maximum amount of product (1.0 means a 100% yield; for example, 0.34 means a 34% yield). (1) The reactants are [F:1][C:2]1[CH:3]=[C:4]([CH:7]=[CH:8][CH:9]=1)[CH:5]=O.Cl.[NH2:11][OH:12].[OH-].[Na+]. The catalyst is C(O)C.O. The product is [F:1][C:2]1[CH:3]=[C:4]([CH:7]=[CH:8][CH:9]=1)/[CH:5]=[N:11]\[OH:12]. The yield is 0.930. (2) The reactants are [CH:1]([C:4]1[CH:9]=[CH:8][CH:7]=[CH:6][C:5]=1[NH:10][C:11]([NH:13][C:14]([NH:16][CH:17]1[CH2:25][C:24]2[C:19](=[CH:20][CH:21]=[C:22]([C:26]3[N:30]=[CH:29][N:28]([C:31]4[CH:36]=[CH:35][C:34]([O:37][C:38]([F:41])([F:40])[F:39])=[CH:33][CH:32]=4)[N:27]=3)[CH:23]=2)[CH2:18]1)=[O:15])=[S:12])([CH3:3])[CH3:2].C(N(CC)CC)C.Cl[CH2:50][C:51](=O)[CH3:52]. The catalyst is CC(=O)CC.O. The product is [CH:1]([C:4]1[CH:9]=[CH:8][CH:7]=[CH:6][C:5]=1[N:10]1[C:51]([CH3:52])=[CH:50][S:12]/[C:11]/1=[N:13]\[C:14]([NH:16][CH:17]1[CH2:25][C:24]2[C:19](=[CH:20][CH:21]=[C:22]([C:26]3[N:30]=[CH:29][N:28]([C:31]4[CH:32]=[CH:33][C:34]([O:37][C:38]([F:41])([F:40])[F:39])=[CH:35][CH:36]=4)[N:27]=3)[CH:23]=2)[CH2:18]1)=[O:15])([CH3:3])[CH3:2]. The yield is 0.190. (3) The catalyst is CCOCC. The product is [F:26][C:21]([F:27])([C:22]([F:25])([F:24])[F:23])[C:20]([F:29])([F:28])[S:11][C:8]1[CH:9]=[CH:10][C:5]([NH2:4])=[CH:6][CH:7]=1. The yield is 0.630. The reactants are C(#N)C.[NH2:4][C:5]1[CH:10]=[CH:9][C:8]([SH:11])=[CH:7][CH:6]=1.C(N(CC)CC)C.I[C:20]([F:29])([F:28])[C:21]([F:27])([F:26])[C:22]([F:25])([F:24])[F:23]. (4) The reactants are [Cl:1][C:2]1[CH:3]=[C:4]([NH:10][C:11]([C@@H:13]2[CH2:17][CH2:16][C:15](=[O:18])[O:14]2)=[O:12])[CH:5]=[CH:6][C:7]=1[C:8]#[N:9].ClC1C=C(NC([C@H]2CCC(=O)O2)=[O:30])C=CC=1C#N.[NH2:37][C:38]1[CH:39]=[C:40]2[C:45](=[CH:46][CH:47]=1)[N:44]([CH2:48][CH:49]1[CH2:51][CH2:50]1)[C:43](=[O:52])[N:42]([CH2:53][CH3:54])[C:41]2=O.C(=O)([O-])[O-].[K+].[K+].Cl. The catalyst is CC(N(C)C)=O. The product is [Cl:1][C:2]1[CH:3]=[C:4]([NH:10][C:11](=[O:12])[CH:13]([OH:14])[CH2:17][CH2:16][C:15]([NH:37][C:38]2[CH:47]=[C:46]3[C:41](=[CH:40][CH:39]=2)[N:42]([CH2:53][CH3:54])[C:43](=[O:52])[N:44]([CH2:48][CH:49]2[CH2:50][CH2:51]2)[C:45]3=[O:30])=[O:18])[CH:5]=[CH:6][C:7]=1[C:8]#[N:9]. The yield is 0.0700. (5) The reactants are Br[C:2]1[C:10]2[O:9][CH:8]=[CH:7][C:6]=2[CH:5]=[C:4]([O:11][CH3:12])[CH:3]=1.[CH3:13]B(O)O.C([O-])([O-])=O.[Cs+].[Cs+]. The product is [CH3:12][O:11][C:4]1[CH:3]=[C:2]([CH3:13])[C:10]2[O:9][CH:8]=[CH:7][C:6]=2[CH:5]=1. The catalyst is O1CCOCC1.O.C1C=CC(P(C2C=CC=CC=2)[C-]2C=CC=C2)=CC=1.C1C=CC(P(C2C=CC=CC=2)[C-]2C=CC=C2)=CC=1.Cl[Pd]Cl.[Fe+2]. The yield is 0.380. (6) The yield is 0.510. The reactants are [N:1]1[CH:6]=[CH:5][CH:4]=[CH:3][C:2]=1[N:7]1[CH2:12][CH2:11][NH:10][CH2:9][CH2:8]1.C=O.[F:15][C:16]1[CH:24]=[CH:23][C:19]([C:20]([NH2:22])=[O:21])=[CH:18][C:17]=1[CH3:25].[C:26](=O)([O-])[O-].[K+].[K+]. The product is [F:15][C:16]1[CH:24]=[CH:23][C:19]([C:20]([NH:22][CH2:26][N:10]2[CH2:9][CH2:8][N:7]([C:2]3[CH:3]=[CH:4][CH:5]=[CH:6][N:1]=3)[CH2:12][CH2:11]2)=[O:21])=[CH:18][C:17]=1[CH3:25]. The catalyst is C(O)C. (7) The reactants are Br[CH2:2][C:3]1[C:4]([N+:15]([O-:17])=[O:16])=[C:5]([CH:12]=[CH:13][CH:14]=1)[C:6]([N:8]([O:10][CH3:11])[CH3:9])=[O:7].C(=O)([O-])[O-:19].[Ca+2].O. The catalyst is O1CCOCC1. The product is [OH:19][CH2:2][C:3]1[C:4]([N+:15]([O-:17])=[O:16])=[C:5]([CH:12]=[CH:13][CH:14]=1)[C:6]([N:8]([O:10][CH3:11])[CH3:9])=[O:7]. The yield is 0.780.